From a dataset of Full USPTO retrosynthesis dataset with 1.9M reactions from patents (1976-2016). Predict the reactants needed to synthesize the given product. (1) Given the product [CH3:26][C:21]1([CH3:27])[C:22]([CH3:25])([CH3:24])[O:23][B:19]([C:7]2[CH2:16][CH2:15][C:10]3([O:14][CH2:13][CH2:12][O:11]3)[CH2:9][CH:8]=2)[O:20]1, predict the reactants needed to synthesize it. The reactants are: FC(F)(F)S(O[C:7]1[CH2:16][CH2:15][C:10]2([O:14][CH2:13][CH2:12][O:11]2)[CH2:9][CH:8]=1)(=O)=O.[B:19]1([B:19]2[O:23][C:22]([CH3:25])([CH3:24])[C:21]([CH3:27])([CH3:26])[O:20]2)[O:23][C:22]([CH3:25])([CH3:24])[C:21]([CH3:27])([CH3:26])[O:20]1.C(Cl)Cl.C([O-])(=O)C.[K+]. (2) Given the product [CH2:1]([N:4]1[C:13](=[O:12])[C:14](=[O:19])[N:7]([C:8]2[C:23]([F:24])=[CH:22][C:11]3[O:12][C:13]([F:21])([F:20])[C:14](=[O:19])[N:15]([CH2:16][C:17]#[CH:18])[C:10]=3[CH:9]=2)[C:5]1=[S:6])[CH2:2][CH3:3], predict the reactants needed to synthesize it. The reactants are: [CH2:1]([NH:4][C:5]([NH:7][C:8]1[C:23]([F:24])=[CH:22][C:11]2[O:12][C:13]([F:21])([F:20])[C:14](=[O:19])[N:15]([CH2:16][C:17]#[CH:18])[C:10]=2[CH:9]=1)=[S:6])[CH2:2][CH3:3].